Dataset: Forward reaction prediction with 1.9M reactions from USPTO patents (1976-2016). Task: Predict the product of the given reaction. (1) Given the reactants Cl[C:2]1[N:7]=[N:6][C:5]([C:8]([N:10]2[CH2:15][CH2:14][N:13]([C:16]3[C:21]([CH3:22])=[CH:20][C:19]([CH:23]4[CH2:25][CH2:24]4)=[CH:18][N:17]=3)[CH2:12][CH2:11]2)=[O:9])=[CH:4][CH:3]=1.[NH:26]1[CH2:30][CH2:29][CH2:28][C:27]1=[O:31], predict the reaction product. The product is: [CH:23]1([C:19]2[CH:20]=[C:21]([CH3:22])[C:16]([N:13]3[CH2:14][CH2:15][N:10]([C:8]([C:5]4[N:6]=[N:7][C:2]([N:26]5[CH2:30][CH2:29][CH2:28][C:27]5=[O:31])=[CH:3][CH:4]=4)=[O:9])[CH2:11][CH2:12]3)=[N:17][CH:18]=2)[CH2:25][CH2:24]1. (2) Given the reactants [CH3:1][C:2]1([C:7]([OH:9])=[O:8])[CH2:6][CH2:5][NH:4][CH2:3]1.[Si]([Cl:14])(C)(C)[CH3:11], predict the reaction product. The product is: [ClH:14].[CH3:1][C:2]1([C:7]([O:9][CH3:11])=[O:8])[CH2:6][CH2:5][NH:4][CH2:3]1.